Predict the reactants needed to synthesize the given product. From a dataset of Full USPTO retrosynthesis dataset with 1.9M reactions from patents (1976-2016). (1) Given the product [Cl:9][C:10]1[N:11]=[CH:12][N:13]=[C:14]([NH:1][C:2]2[CH:7]=[CH:6][CH:5]=[C:4]([NH2:8])[N:3]=2)[CH:15]=1, predict the reactants needed to synthesize it. The reactants are: [NH2:1][C:2]1[CH:7]=[CH:6][CH:5]=[C:4]([NH2:8])[N:3]=1.[Cl:9][C:10]1[CH:15]=[C:14](Cl)[N:13]=[CH:12][N:11]=1. (2) The reactants are: [CH2:1]([O:3][C:4]([C:6]1[C:7]([OH:22])=[C:8]2[C:15]([C:16]3[CH:21]=[CH:20][CH:19]=[CH:18][CH:17]=3)=[N:14][O:13][C:9]2=[C:10](Br)[N:11]=1)=[O:5])[CH3:2].C[C:24]([N:26](C)C)=O. Given the product [CH2:1]([O:3][C:4]([C:6]1[C:7]([OH:22])=[C:8]2[C:15]([C:16]3[CH:21]=[CH:20][CH:19]=[CH:18][CH:17]=3)=[N:14][O:13][C:9]2=[C:10]([C:24]#[N:26])[N:11]=1)=[O:5])[CH3:2], predict the reactants needed to synthesize it. (3) Given the product [C:7]([N:11]1[C:4]([NH2:5])=[CH:3][C:2]([CH3:6])=[N:12]1)([CH3:10])([CH3:9])[CH3:8], predict the reactants needed to synthesize it. The reactants are: N[C:2]([CH3:6])=[CH:3][C:4]#[N:5].[C:7]([NH:11][NH2:12])([CH3:10])([CH3:9])[CH3:8].C(N(CC)CC)C. (4) Given the product [Cl:1][C:2]1[CH:3]=[C:4]([C:9]2([F:21])[CH2:13][CH2:12][NH:11][CH2:10]2)[CH:5]=[C:6]([Cl:8])[CH:7]=1, predict the reactants needed to synthesize it. The reactants are: [Cl:1][C:2]1[CH:3]=[C:4]([C:9]2([F:21])[CH2:13][CH2:12][N:11](C(OC(C)(C)C)=O)[CH2:10]2)[CH:5]=[C:6]([Cl:8])[CH:7]=1.FC(F)(F)C(O)=O. (5) The reactants are: [NH2:1][C:2]1[CH:7]=[C:6]([CH2:8][CH2:9][CH3:10])[N:5]=[CH:4][C:3]=1[NH:11][C:12](=O)[CH3:13].C(N(C)C)C.[AlH3].C1(C)C=CC=CC=1.C([O-])([O-])=O.[Na+].[Na+]. Given the product [CH2:12]([NH:11][C:3]1[CH:4]=[N:5][C:6]([CH2:8][CH2:9][CH3:10])=[CH:7][C:2]=1[NH2:1])[CH3:13], predict the reactants needed to synthesize it. (6) The reactants are: [Br:1][C:2]1[CH:9]=[CH:8][C:5]([CH:6]=[CH2:7])=[CH:4][CH:3]=1. Given the product [Br:1][C:2]1[CH:9]=[CH:8][C:5]([CH:6]=[CH:7][C:5]2[CH:8]=[CH:9][C:2]([Br:1])=[CH:3][CH:4]=2)=[CH:4][CH:3]=1, predict the reactants needed to synthesize it. (7) Given the product [Cl:1][C:2]1[N:7]2[N:8]=[C:9]([C:21]3[CH:26]=[CH:25][C:24]([F:27])=[CH:23][CH:22]=3)[C:10]([C:11]3[CH:12]=[C:13]([C:14]4[CH:19]=[CH:18][CH:17]=[CH:16][CH:15]=4)[N:37]=[C:35]([NH:34][CH:29]4[CH2:33][CH2:32][CH2:31][CH2:30]4)[N:36]=3)=[C:6]2[CH:5]=[CH:4][CH:3]=1, predict the reactants needed to synthesize it. The reactants are: [Cl:1][C:2]1[N:7]2[N:8]=[C:9]([C:21]3[CH:26]=[CH:25][C:24]([F:27])=[CH:23][CH:22]=3)[C:10]([C:11](=O)[C:12]#[C:13][C:14]3[CH:19]=[CH:18][CH:17]=[CH:16][CH:15]=3)=[C:6]2[CH:5]=[CH:4][CH:3]=1.Cl.[CH:29]1([NH:34][C:35]([NH2:37])=[NH:36])[CH2:33][CH2:32][CH2:31][CH2:30]1.C(=O)([O-])[O-].[K+].[K+].